The task is: Predict the product of the given reaction.. This data is from Forward reaction prediction with 1.9M reactions from USPTO patents (1976-2016). (1) Given the reactants CC1(C)[N:6]2[C:7](=[O:12])[C:8]([CH3:11])([CH3:10])[CH2:9][C@@H:5]2[CH2:4][O:3]1.O.C1(C)C=CC(S(O)(=O)=O)=CC=1, predict the reaction product. The product is: [OH:3][CH2:4][C@@H:5]1[NH:6][C:7](=[O:12])[C:8]([CH3:11])([CH3:10])[CH2:9]1. (2) Given the reactants [SH:1][C:2]1[N:6]([CH2:7][C:8]([O:10][C:11]([CH3:14])([CH3:13])[CH3:12])=[O:9])[C:5]2[CH:15]=[CH:16][CH:17]=[CH:18][C:4]=2[N:3]=1.Br[CH2:20][C:21]1[CH:26]=[CH:25][CH:24]=[CH:23][CH:22]=1.[C:27]([O-])([O-])=O.[K+].[K+], predict the reaction product. The product is: [C:11]([O:10][C:8](=[O:9])[CH2:7][N:6]1[C:5]2[CH:15]=[CH:16][CH:17]=[CH:18][C:4]=2[N:3]=[C:2]1[S:1][CH:20]([C:21]1[CH:26]=[CH:25][CH:24]=[CH:23][CH:22]=1)[CH3:27])([CH3:13])([CH3:14])[CH3:12]. (3) Given the reactants [Cl:1][C:2]1[CH:7]=[CH:6][CH:5]=[C:4]([Cl:8])[C:3]=1[C:9]1[S:10][CH:11]=[C:12]([CH2:14][OH:15])[N:13]=1.I(C1C=CC=CC=1C(O)=O)(=O)=O, predict the reaction product. The product is: [Cl:1][C:2]1[CH:7]=[CH:6][CH:5]=[C:4]([Cl:8])[C:3]=1[C:9]1[S:10][CH:11]=[C:12]([CH:14]=[O:15])[N:13]=1. (4) Given the reactants [Br:1][C:2]1[CH:3]=[N:4][C:5](Cl)=[N:6][CH:7]=1.[C:9]([O:13][C:14]([N:16]1[CH2:21][CH2:20][NH:19][CH2:18][CH2:17]1)=[O:15])([CH3:12])([CH3:11])[CH3:10].C(=O)([O-])[O-].[K+].[K+], predict the reaction product. The product is: [Br:1][C:2]1[CH:3]=[N:4][C:5]([N:19]2[CH2:18][CH2:17][N:16]([C:14]([O:13][C:9]([CH3:12])([CH3:11])[CH3:10])=[O:15])[CH2:21][CH2:20]2)=[N:6][CH:7]=1. (5) Given the reactants [NH:1]1[C:9]2[C:4](=[CH:5][CH:6]=[C:7]([CH:10]=[O:11])[CH:8]=2)[CH:3]=[CH:2]1.C(N(CC)CC)C.[C:19](O[C:19]([O:21][C:22]([CH3:25])([CH3:24])[CH3:23])=[O:20])([O:21][C:22]([CH3:25])([CH3:24])[CH3:23])=[O:20], predict the reaction product. The product is: [CH:10]([C:7]1[CH:8]=[C:9]2[C:4]([CH:3]=[CH:2][N:1]2[C:19]([O:21][C:22]([CH3:25])([CH3:24])[CH3:23])=[O:20])=[CH:5][CH:6]=1)=[O:11]. (6) Given the reactants [Cl:1][C:2]1[CH:3]=[C:4]([OH:8])[CH:5]=[N:6][CH:7]=1.[H-].[Na+].[Cl:11][CH2:12][CH2:13][CH2:14]I.[Na+].[Cl-], predict the reaction product. The product is: [Cl:1][C:2]1[CH:7]=[N:6][CH:5]=[C:4]([O:8][CH2:14][CH2:13][CH2:12][Cl:11])[CH:3]=1.